From a dataset of Reaction yield outcomes from USPTO patents with 853,638 reactions. Predict the reaction yield, written as a fraction of the theoretical maximum amount of product (1.0 means a 100% yield; for example, 0.34 means a 34% yield). The reactants are [C:15]1(C)[CH:16]=[CH:17]C(S([O-])(=[O:8])=[O:8])=[CH:13][CH:14]=1.[NH+]1[CH:17]=[CH:16][CH:15]=[CH:14][CH:13]=1.[CH2:18]([OH:20])[CH3:19]. No catalyst specified. The product is [CH2:18]([O:20][CH:17]1[CH2:16][CH2:15][CH2:14][CH2:13][O:8]1)[CH3:19]. The yield is 0.950.